From a dataset of Forward reaction prediction with 1.9M reactions from USPTO patents (1976-2016). Predict the product of the given reaction. Given the reactants [Cl:1][C:2]1[CH:7]=[C:6]([Cl:8])[C:5]([F:9])=[CH:4][C:3]=1[CH2:10][C:11]#[N:12].Br[CH2:14][CH2:15]Br.[OH-].[Na+].[Br-], predict the reaction product. The product is: [Cl:1][C:2]1[CH:7]=[C:6]([Cl:8])[C:5]([F:9])=[CH:4][C:3]=1[C:10]1([C:11]#[N:12])[CH2:15][CH2:14]1.